This data is from Reaction yield outcomes from USPTO patents with 853,638 reactions. The task is: Predict the reaction yield, written as a fraction of the theoretical maximum amount of product (1.0 means a 100% yield; for example, 0.34 means a 34% yield). (1) The reactants are Cl.C([N:9]1[CH2:13][CH2:12][C@@H:11]([C:14]([C:27]#[N:28])([C:21]2[CH:26]=[CH:25][CH:24]=[CH:23][CH:22]=2)[C:15]2[CH:20]=[CH:19][CH:18]=[CH:17][CH:16]=2)[CH2:10]1)C1C=CC=CC=1.C([O-])=O.[NH4+].O. The catalyst is CO.[Pd]. The product is [C:27]([C:14]([C@@H:11]1[CH2:12][CH2:13][NH:9][CH2:10]1)([C:21]1[CH:22]=[CH:23][CH:24]=[CH:25][CH:26]=1)[C:15]1[CH:20]=[CH:19][CH:18]=[CH:17][CH:16]=1)#[N:28]. The yield is 0.997. (2) The reactants are [C:1]([C:5]1[CH:6]=[C:7]([NH:11][C:12]([NH:14][C:15]2[CH:20]=[C:19]([O:21][CH:22]3[CH2:27][CH2:26][NH:25][CH2:24][CH2:23]3)[CH:18]=[C:17]([F:28])[CH:16]=2)=[O:13])[N:8]([CH3:10])[N:9]=1)([CH3:4])([CH3:3])[CH3:2].C1([O:35][C:36](=O)[NH2:37])C=CC=CC=1.C(N(CC)C(C)C)(C)C.C(=O)(O)[O-].[Na+]. The catalyst is CS(C)=O.C(OCC)(=O)C. The product is [C:1]([C:5]1[CH:6]=[C:7]([NH:11][C:12](=[O:13])[NH:14][C:15]2[CH:20]=[C:19]([CH:18]=[C:17]([F:28])[CH:16]=2)[O:21][CH:22]2[CH2:23][CH2:24][N:25]([C:36]([NH2:37])=[O:35])[CH2:26][CH2:27]2)[N:8]([CH3:10])[N:9]=1)([CH3:4])([CH3:2])[CH3:3]. The yield is 0.580.